This data is from Forward reaction prediction with 1.9M reactions from USPTO patents (1976-2016). The task is: Predict the product of the given reaction. (1) Given the reactants [C:1]([O:4][C:5]1[C:10]([CH3:11])=[CH:9][CH:8]=[C:7]([NH:12][C:13](=[O:15])[CH3:14])[N:6]=1)(=O)C.IC, predict the reaction product. The product is: [CH3:1][O:4][C:5]1[N:6]=[C:7]([NH:12][C:13](=[O:15])[CH3:14])[CH:8]=[CH:9][C:10]=1[CH3:11]. (2) Given the reactants [C:1]([C:4]1[N:8]2[C:9](=[O:24])[CH:10]=[C:11]([CH2:13][N:14]([CH2:22][CH3:23])[C:15]3[CH:20]=[CH:19][C:18]([F:21])=[CH:17][CH:16]=3)[N:12]=[C:7]2[S:6][C:5]=1[CH3:25])(=[O:3])[CH3:2].[CH3:26][Mg]Br, predict the reaction product. The product is: [CH2:22]([N:14]([CH2:13][C:11]1[N:12]=[C:7]2[S:6][C:5]([CH3:25])=[C:4]([C:1]([OH:3])([CH3:26])[CH3:2])[N:8]2[C:9](=[O:24])[CH:10]=1)[C:15]1[CH:20]=[CH:19][C:18]([F:21])=[CH:17][CH:16]=1)[CH3:23]. (3) Given the reactants C[O:2][C:3](=O)[C:4]1[CH:9]=[CH:8][C:7]([C:10]([CH2:27][CH3:28])([C:13]2[CH:18]=[CH:17][C:16]([O:19][CH:20]3[CH2:25][CH2:24][CH2:23][CH2:22][O:21]3)=[C:15]([CH3:26])[CH:14]=2)[CH2:11][CH3:12])=[CH:6][C:5]=1[CH3:29].[H-].[H-].[H-].[H-].[Li+].[Al+3].C(OCC)(=O)C, predict the reaction product. The product is: [CH2:11]([C:10]([C:7]1[CH:8]=[CH:9][C:4]([CH2:3][OH:2])=[C:5]([CH3:29])[CH:6]=1)([C:13]1[CH:18]=[CH:17][C:16]([O:19][CH:20]2[CH2:25][CH2:24][CH2:23][CH2:22][O:21]2)=[C:15]([CH3:26])[CH:14]=1)[CH2:27][CH3:28])[CH3:12]. (4) Given the reactants C(=O)([O-])[O-].[Na+].[Na+].C1(C)C=CC=CC=1P(C1C=CC=CC=1C)C1C=CC=CC=1C.CC1(C)C(C)(C)OB([C:37]2[CH:42]=[CH:41][C:40]([OH:43])=[CH:39][CH:38]=2)O1.Br[C:46]1[S:50][C:49]([CH2:51][C:52]([O:54][CH3:55])=[O:53])=[CH:48][CH:47]=1.S1C=CC=C1CC(OC)=O, predict the reaction product. The product is: [CH3:55][O:54][C:52](=[O:53])[CH2:51][C:49]1[S:50][C:46]([C:37]2[CH:38]=[CH:39][C:40]([OH:43])=[CH:41][CH:42]=2)=[CH:47][CH:48]=1. (5) Given the reactants I[C:2]1[S:3][C:4]([CH3:8])=[C:5]([CH3:7])[N:6]=1.C(=O)(O)[O-].[Na+].[CH3:14][O:15][C:16]1[N:21]=[C:20]([O:22][CH3:23])[C:19](B(O)O)=[CH:18][N:17]=1, predict the reaction product. The product is: [CH3:7][C:5]1[N:6]=[C:2]([C:19]2[C:20]([O:22][CH3:23])=[N:21][C:16]([O:15][CH3:14])=[N:17][CH:18]=2)[S:3][C:4]=1[CH3:8].